This data is from Full USPTO retrosynthesis dataset with 1.9M reactions from patents (1976-2016). The task is: Predict the reactants needed to synthesize the given product. (1) Given the product [Cl:1][C:2]1[N:3]=[C:4]([NH:21][C:22]2[CH:27]=[C:26]([CH3:28])[CH:25]=[CH:24][N:23]=2)[C:5]2[N:10]([CH2:11][CH2:12][O:13][CH2:14][CH3:15])[N:9]=[C:8]([C:16]([O:18][CH3:19])=[O:17])[C:6]=2[N:7]=1, predict the reactants needed to synthesize it. The reactants are: [Cl:1][C:2]1[N:3]=[C:4](Cl)[C:5]2[N:10]([CH2:11][CH2:12][O:13][CH2:14][CH3:15])[N:9]=[C:8]([C:16]([O:18][CH3:19])=[O:17])[C:6]=2[N:7]=1.[NH2:21][C:22]1[CH:27]=[C:26]([CH3:28])[CH:25]=[CH:24][N:23]=1. (2) Given the product [CH3:1][O:2][C:3]([C:4]1[CH:9]=[C:8]([F:10])[C:7]2[N:6]([CH:13]=[N:12][CH:11]=2)[C:5]=1[NH:15][C:16]1[CH:21]=[CH:20][C:19]([Br:22])=[CH:18][C:17]=1[F:23])=[O:24], predict the reactants needed to synthesize it. The reactants are: [CH3:1][O:2][C:3](=[O:24])[C:4]1[CH:9]=[C:8]([F:10])[C:7]([CH2:11][NH:12][CH:13]=O)=[N:6][C:5]=1[NH:15][C:16]1[CH:21]=[CH:20][C:19]([Br:22])=[CH:18][C:17]=1[F:23].P(Cl)(Cl)(Cl)=O.